This data is from Peptide-MHC class II binding affinity with 134,281 pairs from IEDB. The task is: Regression. Given a peptide amino acid sequence and an MHC pseudo amino acid sequence, predict their binding affinity value. This is MHC class II binding data. (1) The peptide sequence is FERLAITKGKVDPTD. The MHC is HLA-DPA10103-DPB10301 with pseudo-sequence HLA-DPA10103-DPB10301. The binding affinity (normalized) is 0.235. (2) The peptide sequence is AFKVAATAANAAPAT. The MHC is DRB1_0701 with pseudo-sequence DRB1_0701. The binding affinity (normalized) is 0.782. (3) The peptide sequence is KTLGVNMVRRGVRSL. The MHC is DRB1_0701 with pseudo-sequence DRB1_0701. The binding affinity (normalized) is 0.393. (4) The peptide sequence is AFKVAATVANAAPAN. The MHC is DRB1_1001 with pseudo-sequence DRB1_1001. The binding affinity (normalized) is 0.859. (5) The peptide sequence is FGQNTASIAATEAQY. The MHC is HLA-DQA10102-DQB10602 with pseudo-sequence HLA-DQA10102-DQB10602. The binding affinity (normalized) is 0.485.